Predict the reactants needed to synthesize the given product. From a dataset of Full USPTO retrosynthesis dataset with 1.9M reactions from patents (1976-2016). (1) Given the product [OH:2][C@@H:1]([C@@H:3]1[CH2:7][CH2:6][CH2:5][N:4]1[C:8]([O:10][C:11]([CH3:14])([CH3:13])[CH3:12])=[O:9])[C@@H:17]([CH3:18])[CH:16]=[CH2:15], predict the reactants needed to synthesize it. The reactants are: [CH:1]([C@@H:3]1[CH2:7][CH2:6][CH2:5][N:4]1[C:8]([O:10][C:11]([CH3:14])([CH3:13])[CH3:12])=[O:9])=[O:2].[CH2:15]([B-](F)(F)F)/[CH:16]=[CH:17]\[CH3:18].[K+]. (2) The reactants are: Br[C:2]1[CH:11]=[C:10]2[C:5]([C:6]([C:24]3[CH:29]=[CH:28][C:27]([CH3:30])=[C:26]([CH3:31])[CH:25]=3)=[C:7]([CH:14]([O:19][C:20]([CH3:23])([CH3:22])[CH3:21])[C:15]([O:17]C)=[O:16])[N:8]([CH3:13])[C:9]2=[O:12])=[CH:4][CH:3]=1.[CH3:32][N:33]1[CH:37]=[C:36](B2OC(C)(C)C(C)(C)O2)[CH:35]=[N:34]1.FC(F)(F)C([O-])=O. Given the product [CH3:22][C:20]([O:19][CH:14]([C:7]1[N:8]([CH3:13])[C:9](=[O:12])[C:10]2[C:5]([C:6]=1[C:24]1[CH:29]=[CH:28][C:27]([CH3:30])=[C:26]([CH3:31])[CH:25]=1)=[CH:4][CH:3]=[C:2]([C:36]1[CH:35]=[N:34][N:33]([CH3:32])[CH:37]=1)[CH:11]=2)[C:15]([OH:17])=[O:16])([CH3:21])[CH3:23], predict the reactants needed to synthesize it. (3) Given the product [N:1]([CH2:6][C:7]1[CH:8]=[CH:9][C:10]([N:13]2[C:17](=[O:18])[CH:16]=[CH:15][S:14]2)=[CH:11][CH:12]=1)=[N+:2]=[N-:3], predict the reactants needed to synthesize it. The reactants are: [N-:1]=[N+:2]=[N-:3].[Na+].Br[CH2:6][C:7]1[CH:12]=[CH:11][C:10]([N:13]2[C:17](=[O:18])[CH:16]=[CH:15][S:14]2)=[CH:9][CH:8]=1.O.